This data is from Full USPTO retrosynthesis dataset with 1.9M reactions from patents (1976-2016). The task is: Predict the reactants needed to synthesize the given product. (1) Given the product [NH2:17][C:16]1[C:4]2[C:5](=[O:20])[N:6]([CH:8]([CH:9]3[CH2:11][CH2:10]3)[CH:12]3[CH2:14][CH2:13]3)[CH:7]=[C:2]([Br:1])[C:3]=2[NH:22][N:21]=1, predict the reactants needed to synthesize it. The reactants are: [Br:1][C:2]1[C:3](OC)=[C:4]([C:16]#[N:17])[C:5](=O)[N:6]([CH:8]([CH:12]2[CH2:14][CH2:13]2)[CH:9]2[CH2:11][CH2:10]2)[CH:7]=1.[OH2:20].[NH2:21][NH2:22]. (2) Given the product [Cl:48][C:49]1[CH:50]=[C:51]([C:55]2[CH:64]=[CH:63][C:58]3[NH:59][C:60]([NH:62][C:11]([C:9]4[N:10]=[C:5]5[CH:4]=[CH:3][C:2]([Cl:1])=[N:7][N:6]5[CH:8]=4)=[O:13])=[N:61][C:57]=3[CH:56]=2)[CH:52]=[CH:53][CH:54]=1, predict the reactants needed to synthesize it. The reactants are: [Cl:1][C:2]1[CH:3]=[CH:4][C:5]2[N:6]([CH:8]=[C:9]([C:11]([OH:13])=O)[N:10]=2)[N:7]=1.CN(C(ON1N=NC2C=CC=CC1=2)=[N+](C)C)C.F[P-](F)(F)(F)(F)F.CCN(C(C)C)C(C)C.Br.[Cl:48][C:49]1[CH:50]=[C:51]([C:55]2[CH:64]=[CH:63][C:58]3[NH:59][C:60]([NH2:62])=[N:61][C:57]=3[CH:56]=2)[CH:52]=[CH:53][CH:54]=1.C(=O)(O)[O-].[Na+]. (3) The reactants are: [CH3:1][N:2]([CH3:36])[CH2:3][CH2:4][O:5][C:6]1[CH:11]=[CH:10][C:9]([NH:12][C:13](=[O:35])/[C:14](/[C:25]2[CH:30]=[CH:29][C:28]([O:31]COC)=[CH:27][CH:26]=2)=[C:15](/[C:19]2[CH:24]=[CH:23][CH:22]=[CH:21][CH:20]=2)\[CH:16]([CH3:18])[CH3:17])=[CH:8][CH:7]=1.Cl.C([O-])(O)=O.[Na+]. Given the product [CH3:36][N:2]([CH3:1])[CH2:3][CH2:4][O:5][C:6]1[CH:7]=[CH:8][C:9]([NH:12][C:13](=[O:35])/[C:14](/[C:25]2[CH:30]=[CH:29][C:28]([OH:31])=[CH:27][CH:26]=2)=[C:15](/[C:19]2[CH:20]=[CH:21][CH:22]=[CH:23][CH:24]=2)\[CH:16]([CH3:18])[CH3:17])=[CH:10][CH:11]=1, predict the reactants needed to synthesize it. (4) Given the product [CH2:1]([O:3][C:4]([C:6]1[C:10]([Br:11])=[C:9]([C:12]2[CH:13]=[CH:14][C:15]([F:18])=[CH:16][CH:17]=2)[N:8]([C:19]2[CH:24]=[CH:23][C:22]([O:25][CH3:26])=[CH:21][CH:20]=2)[C:7]=1[CH2:27][N:34]([C:35]([O:37][C:38]([CH3:39])([CH3:41])[CH3:40])=[O:36])[CH2:33][C:32]([O:31][CH2:29][CH3:30])=[O:42])=[O:5])[CH3:2], predict the reactants needed to synthesize it. The reactants are: [CH2:1]([O:3][C:4]([C:6]1[C:10]([Br:11])=[C:9]([C:12]2[CH:17]=[CH:16][C:15]([F:18])=[CH:14][CH:13]=2)[N:8]([C:19]2[CH:24]=[CH:23][C:22]([O:25][CH3:26])=[CH:21][CH:20]=2)[C:7]=1[CH2:27]Br)=[O:5])[CH3:2].[CH2:29]([O:31][C:32](=[O:42])[CH2:33][NH:34][C:35]([O:37][C:38]([CH3:41])([CH3:40])[CH3:39])=[O:36])[CH3:30]. (5) Given the product [NH2:2][C:1]([C:3]1[CH:28]=[CH:27][C:6]([O:7][CH2:8][CH2:9][CH2:10][O:11][C:12]2[CH:13]=[C:14]3[C:18](=[CH:19][CH:20]=2)[C@H:17]([CH2:21][C:22]([O:24][CH2:25][CH3:26])=[O:23])[CH2:16][CH2:15]3)=[C:5]([O:29][CH3:30])[CH:4]=1)=[S:31], predict the reactants needed to synthesize it. The reactants are: [C:1]([C:3]1[CH:28]=[CH:27][C:6]([O:7][CH2:8][CH2:9][CH2:10][O:11][C:12]2[CH:13]=[C:14]3[C:18](=[CH:19][CH:20]=2)[C@H:17]([CH2:21][C:22]([O:24][CH2:25][CH3:26])=[O:23])[CH2:16][CH2:15]3)=[C:5]([O:29][CH3:30])[CH:4]=1)#[N:2].[SH2:31].C(NCC)C. (6) Given the product [C:25]([C:2]1[CH:3]=[C:4]([N:14]2[CH:18]=[C:17]([C:19]([O:21][CH2:22][CH3:23])=[O:20])[CH:16]=[N:15]2)[CH:5]=[N:6][C:7]=1[C:8]1[CH:13]=[CH:12][CH:11]=[CH:10][CH:9]=1)#[N:26], predict the reactants needed to synthesize it. The reactants are: Br[C:2]1[CH:3]=[C:4]([N:14]2[CH:18]=[C:17]([C:19]([O:21][CH2:22][CH3:23])=[O:20])[CH:16]=[N:15]2)[CH:5]=[N:6][C:7]=1[C:8]1[CH:13]=[CH:12][CH:11]=[CH:10][CH:9]=1.[Cu][C:25]#[N:26]. (7) Given the product [ClH:24].[NH2:1][C:2]1[C:3]([C:22]#[N:23])=[CH:4][CH:5]=[C:6]([NH:8][CH:9]2[CH2:14][CH2:13][CH2:12][NH:11][CH2:10]2)[N:7]=1, predict the reactants needed to synthesize it. The reactants are: [NH2:1][C:2]1[N:7]=[C:6]([NH:8][CH:9]2[CH2:14][CH2:13][CH2:12][N:11](C(OC(C)(C)C)=O)[CH2:10]2)[CH:5]=[CH:4][C:3]=1[C:22]#[N:23].[ClH:24]. (8) Given the product [CH2:1]([O:3][C:4]([N:6]1[CH2:11][CH2:10][C:9]2[C:12]3[C:13](=[C:15]([O:22][CH3:23])[CH:16]=[CH:17][C:18]=3[C:19]([O:21][C:30]3[CH:31]=[CH:32][C:27]([N+:24]([O-:26])=[O:25])=[CH:28][CH:29]=3)=[O:20])[O:14][C:8]=2[CH2:7]1)=[O:5])[CH3:2], predict the reactants needed to synthesize it. The reactants are: [CH2:1]([O:3][C:4]([N:6]1[CH2:11][CH2:10][C:9]2[C:12]3[C:13](=[C:15]([O:22][CH3:23])[CH:16]=[CH:17][C:18]=3[C:19]([OH:21])=[O:20])[O:14][C:8]=2[CH2:7]1)=[O:5])[CH3:2].[N+:24]([C:27]1[CH:32]=[CH:31][C:30](O)=[CH:29][CH:28]=1)([O-:26])=[O:25].CCN=C=NCCCN(C)C.O. (9) The reactants are: [C:1]([O:5][C:6]([N:8]1[CH:12]=[CH:11][CH:10]=[C:9]1[C:13]1[CH:18]=[CH:17][CH:16]=[C:15]([N+:19]([O-])=O)[CH:14]=1)=[O:7])([CH3:4])([CH3:3])[CH3:2]. Given the product [C:1]([O:5][C:6]([N:8]1[CH2:12][CH2:11][CH2:10][CH:9]1[C:13]1[CH:18]=[CH:17][CH:16]=[C:15]([NH2:19])[CH:14]=1)=[O:7])([CH3:4])([CH3:2])[CH3:3], predict the reactants needed to synthesize it.